From a dataset of Forward reaction prediction with 1.9M reactions from USPTO patents (1976-2016). Predict the product of the given reaction. (1) Given the reactants [NH2:1][CH2:2][C:3]([N:5]([C:7]1[CH:12]=[CH:11][C:10]([Cl:13])=[C:9]([CH2:14][O:15][C:16]2[C:24]3[N:23]=[C:22]([O:25][CH3:26])[N:21]([CH2:27][C:28]4[CH:33]=[CH:32][CH:31]=[CH:30][N:29]=4)[C:20]=3[CH:19]=[CH:18][CH:17]=2)[C:8]=1[Cl:34])[CH3:6])=[O:4].[CH3:35][O:36][CH2:37][CH2:38][NH:39][C:40]([C:42]1[CH:47]=[CH:46][C:45]([CH2:48][CH2:49][C:50](O)=[O:51])=[CH:44][CH:43]=1)=[O:41].CN(C(ON1N=NC2C=CC=CC1=2)=[N+](C)C)C.[B-](F)(F)(F)F.C(NC(C)C)(C)C, predict the reaction product. The product is: [Cl:34][C:8]1[C:9]([CH2:14][O:15][C:16]2[C:24]3[N:23]=[C:22]([O:25][CH3:26])[N:21]([CH2:27][C:28]4[CH:33]=[CH:32][CH:31]=[CH:30][N:29]=4)[C:20]=3[CH:19]=[CH:18][CH:17]=2)=[C:10]([Cl:13])[CH:11]=[CH:12][C:7]=1[N:5]([CH3:6])[C:3](=[O:4])[CH2:2][NH:1][C:50](=[O:51])[CH2:49][CH2:48][C:45]1[CH:46]=[CH:47][C:42]([C:40]([NH:39][CH2:38][CH2:37][O:36][CH3:35])=[O:41])=[CH:43][CH:44]=1. (2) Given the reactants [CH3:1][N:2]1[C:6]([C:7]2[CH:12]=[CH:11][CH:10]=[C:9]([C:13]([F:16])([F:15])[F:14])[CH:8]=2)=[C:5]([CH3:17])[C:4]([C:18]([OH:20])=O)=[N:3]1.[N:21]1([CH:26]2[CH2:31][CH2:30][NH:29][CH2:28][CH2:27]2)[CH2:25][CH2:24][CH2:23][CH2:22]1.CN(C(ON1N=NC2C=CC=NC1=2)=[N+](C)C)C.F[P-](F)(F)(F)(F)F, predict the reaction product. The product is: [CH3:1][N:2]1[C:6]([C:7]2[CH:12]=[CH:11][CH:10]=[C:9]([C:13]([F:14])([F:15])[F:16])[CH:8]=2)=[C:5]([CH3:17])[C:4]([C:18]([N:29]2[CH2:30][CH2:31][CH:26]([N:21]3[CH2:25][CH2:24][CH2:23][CH2:22]3)[CH2:27][CH2:28]2)=[O:20])=[N:3]1.